This data is from HIV replication inhibition screening data with 41,000+ compounds from the AIDS Antiviral Screen. The task is: Binary Classification. Given a drug SMILES string, predict its activity (active/inactive) in a high-throughput screening assay against a specified biological target. (1) The drug is CN(C)CCCOc1ccc(C=C2CCCC(=Cc3ccc(OCCCN(C)C)cc3)C2=O)cc1. The result is 0 (inactive). (2) The drug is C=CCCC1(O)C(O)C(CO)OC(OC2(CO)OC(CO)C(O)C2O)C1O. The result is 0 (inactive). (3) The result is 0 (inactive). The compound is CN1CCN(CCSc2nnc(-c3cc4ccccc4s3)c3ccccc23)CC1. (4) The compound is Cc1cc(N(CCC#N)CCC#N)ccc1C=C(NC(=O)C=Cc1ccccc1)C(=O)Nc1ccccc1Cl. The result is 0 (inactive). (5) The drug is Cc1cccc(C)c1NC(=O)C(=O)CC(=O)C=Cc1ccccc1. The result is 0 (inactive). (6) The drug is CS(=O)(=O)Oc1cccc(C=NNC(=N)NO)c1.Cc1ccc(S(=O)(=O)O)cc1. The result is 0 (inactive). (7) The drug is CC(=O)OCC1OC(Sc2nc(-c3ccccc3)c(C#N)c(=O)n2C2OC(COC(C)=O)C(OC(C)=O)C(OC(C)=O)C2OC(C)=O)C(OC(C)=O)C(OC(C)=O)C1OC(C)=O. The result is 0 (inactive). (8) The compound is Cc1cc2ccccc2c[n+]1CC(=O)CC([O-])(C(F)(F)F)C(F)(F)F. The result is 0 (inactive).